Dataset: Reaction yield outcomes from USPTO patents with 853,638 reactions. Task: Predict the reaction yield, written as a fraction of the theoretical maximum amount of product (1.0 means a 100% yield; for example, 0.34 means a 34% yield). (1) The reactants are [CH:1]1[C:11]2[CH2:10][CH2:9][C:8]3[CH:12]=[CH:13][CH:14]=[CH:15][C:7]=3[C:6](=[CH:16][C:17]3[N:22]=[C:21]([NH2:23])[CH:20]=[N:19][CH:18]=3)[C:5]=2[CH:4]=[CH:3][CH:2]=1.C(N(CC)CC)C.[CH3:31][S:32](Cl)(=[O:34])=[O:33].Cl. The catalyst is C(Cl)Cl. The product is [CH:12]1[C:8]2[CH2:9][CH2:10][C:11]3[CH:1]=[CH:2][CH:3]=[CH:4][C:5]=3[C:6](=[CH:16][C:17]3[N:22]=[C:21]([NH:23][S:32]([CH3:31])(=[O:34])=[O:33])[CH:20]=[N:19][CH:18]=3)[C:7]=2[CH:15]=[CH:14][CH:13]=1. The yield is 0.430. (2) The reactants are Cl[C:2]1[C:11]2[C:6](=[CH:7][C:8]3[O:15][CH2:14][CH:13]([CH2:16][O:17][CH3:18])[O:12][C:9]=3[CH:10]=2)[N:5]=[CH:4][N:3]=1.[Br:19][C:20]1[CH:21]=[C:22]([CH:24]=[CH:25][CH:26]=1)[NH2:23]. No catalyst specified. The product is [Br:19][C:20]1[CH:21]=[C:22]([NH:23][C:2]2[C:11]3[C:6](=[CH:7][C:8]4[O:15][CH2:14][CH:13]([CH2:16][O:17][CH3:18])[O:12][C:9]=4[CH:10]=3)[N:5]=[CH:4][N:3]=2)[CH:24]=[CH:25][CH:26]=1. The yield is 0.630. (3) The reactants are [F:1][C:2]1[CH:7]=[CH:6][CH:5]=[C:4]([F:8])[C:3]=1[CH:9]=[CH:10][C:11]1[CH:16]=[C:15]([O:17]C)[C:14]([CH2:19][CH2:20][CH3:21])=[C:13]([O:22]C)[CH:12]=1.Cl.N1C=CC=CC=1. No catalyst specified. The product is [F:1][C:2]1[CH:7]=[CH:6][CH:5]=[C:4]([F:8])[C:3]=1[CH:9]=[CH:10][C:11]1[CH:12]=[C:13]([OH:22])[C:14]([CH2:19][CH2:20][CH3:21])=[C:15]([OH:17])[CH:16]=1. The yield is 0.290.